Task: Predict which catalyst facilitates the given reaction.. Dataset: Catalyst prediction with 721,799 reactions and 888 catalyst types from USPTO Reactant: [NH2:1][C:2]1[CH:3]=[N:4][C:5]2[C:10]([C:11]=1[NH:12][CH2:13][CH2:14][CH2:15][CH2:16][CH2:17][C:18]([O:20][CH2:21][CH3:22])=[O:19])=[CH:9][CH:8]=[CH:7][CH:6]=2.C(N(CC)CC)C.[CH2:30]([O:32][CH2:33][C:34](Cl)=O)[CH3:31]. Product: [CH2:30]([O:32][CH2:33][C:34]1[N:12]([CH2:13][CH2:14][CH2:15][CH2:16][CH2:17][C:18]([O:20][CH2:21][CH3:22])=[O:19])[C:11]2[C:10]3[CH:9]=[CH:8][CH:7]=[CH:6][C:5]=3[N:4]=[CH:3][C:2]=2[N:1]=1)[CH3:31]. The catalyst class is: 22.